From a dataset of Reaction yield outcomes from USPTO patents with 853,638 reactions. Predict the reaction yield, written as a fraction of the theoretical maximum amount of product (1.0 means a 100% yield; for example, 0.34 means a 34% yield). (1) The reactants are [F:1][C:2]([F:9])([F:8])[CH2:3][CH2:4][C:5](O)=[O:6].F[P-](F)(F)(F)(F)F.N1(O[P+](N2CCCC2)(N2CCCC2)N2CCCC2)C2C=CC=CC=2N=N1.[F:43][C:44]1[CH:49]=[CH:48][C:47]([C@:50]([C:59]2[CH:64]=[C:63]([O:65][C:66]([F:71])([F:70])[CH:67]([F:69])[F:68])[CH:62]=[C:61]([F:72])[CH:60]=2)([NH2:58])[CH2:51][C:52]2[CH:57]=[CH:56][CH:55]=[CH:54][CH:53]=2)=[CH:46][C:45]=1[O:73][CH:74]([CH3:76])[CH3:75].CN1CCOCC1. The catalyst is C(Cl)Cl.CCOC(C)=O. The product is [F:1][C:2]([F:9])([F:8])[CH2:3][CH2:4][C:5]([NH:58][C@:50]([C:47]1[CH:48]=[CH:49][C:44]([F:43])=[C:45]([O:73][CH:74]([CH3:76])[CH3:75])[CH:46]=1)([C:59]1[CH:64]=[C:63]([O:65][C:66]([F:71])([F:70])[CH:67]([F:69])[F:68])[CH:62]=[C:61]([F:72])[CH:60]=1)[CH2:51][C:52]1[CH:57]=[CH:56][CH:55]=[CH:54][CH:53]=1)=[O:6]. The yield is 0.550. (2) The reactants are [CH3:1][C:2]1[CH:3]=[C:4]2[C:10]([C:11]([O:13][CH3:14])=[O:12])=[N:9][NH:8][C:5]2=[CH:6][N:7]=1.[I:15][C:16]1[CH:17]=[C:18](B(O)O)[CH:19]=[CH:20][CH:21]=1. No catalyst specified. The product is [I:15][C:16]1[CH:21]=[C:20]([N:8]2[C:5]3=[CH:6][N:7]=[C:2]([CH3:1])[CH:3]=[C:4]3[C:10]([C:11]([O:13][CH3:14])=[O:12])=[N:9]2)[CH:19]=[CH:18][CH:17]=1. The yield is 0.450. (3) The reactants are [CH3:1][C:2]1[CH:3]=[C:4]([NH2:9])[C:5]([NH2:8])=[CH:6][CH:7]=1.[CH:10]([CH:12]=O)=O. The catalyst is C(O)(C)C. The product is [CH3:1][C:2]1[CH:3]=[C:4]2[C:5](=[CH:6][CH:7]=1)[N:8]=[CH:12][CH:10]=[N:9]2. The yield is 0.930.